The task is: Predict which catalyst facilitates the given reaction.. This data is from Catalyst prediction with 721,799 reactions and 888 catalyst types from USPTO. Reactant: [C:1]1([NH2:8])[CH:6]=[CH:5][CH:4]=[CH:3][C:2]=1[NH2:7].[S:9](N)(N)(=[O:11])=[O:10].O.Cl. Product: [NH:7]1[C:2]2[CH:3]=[CH:4][CH:5]=[CH:6][C:1]=2[NH:8][S:9]1(=[O:11])=[O:10]. The catalyst class is: 270.